This data is from Catalyst prediction with 721,799 reactions and 888 catalyst types from USPTO. The task is: Predict which catalyst facilitates the given reaction. (1) Reactant: [C:1]([NH:8][C@H:9]([C:30](O)=[O:31])[CH2:10][C:11]1[CH:16]=[CH:15][C:14]([Sn:17]([CH2:26][CH2:27][CH2:28][CH3:29])([CH2:22][CH2:23][CH2:24][CH3:25])[CH2:18][CH2:19][CH2:20][CH3:21])=[CH:13][CH:12]=1)([O:3][C:4]([CH3:7])([CH3:6])[CH3:5])=[O:2].Cl.[CH3:34][O:35][C:36](=[O:46])[C@H:37]([CH2:39][C:40]1[CH:45]=[CH:44][CH:43]=[CH:42][CH:41]=1)[NH2:38].CCN=C=NCCCN(C)C.C1C=CC2N(O)N=NC=2C=1. Product: [CH3:34][O:35][C:36](=[O:46])[C@H:37]([CH2:39][C:40]1[CH:45]=[CH:44][CH:43]=[CH:42][CH:41]=1)[NH:38][C:30](=[O:31])[C@H:9]([CH2:10][C:11]1[CH:12]=[CH:13][C:14]([Sn:17]([CH2:18][CH2:19][CH2:20][CH3:21])([CH2:22][CH2:23][CH2:24][CH3:25])[CH2:26][CH2:27][CH2:28][CH3:29])=[CH:15][CH:16]=1)[NH:8][C:1]([O:3][C:4]([CH3:7])([CH3:5])[CH3:6])=[O:2]. The catalyst class is: 172. (2) Reactant: [Br:1][C:2]1[CH:3]=[CH:4][C:5]([C:8]([OH:10])=O)=[N:6][CH:7]=1.[N:11]1([CH2:17][CH2:18][OH:19])[CH2:16][CH2:15][NH:14][CH2:13][CH2:12]1.CN(C(ON1N=NC2C=CC=CC1=2)=[N+](C)C)C.F[P-](F)(F)(F)(F)F.C1C=CC2N(O)N=NC=2C=1.CCN(C(C)C)C(C)C. Product: [Br:1][C:2]1[CH:3]=[CH:4][C:5]([C:8]([N:14]2[CH2:15][CH2:16][N:11]([CH2:17][CH2:18][OH:19])[CH2:12][CH2:13]2)=[O:10])=[N:6][CH:7]=1. The catalyst class is: 31. (3) Reactant: [O:1]=[C:2]1[CH2:7][O:6][C:5]2[N:8]=[CH:9][C:10](B(O)O)=[CH:11][C:4]=2[NH:3]1.Br[C:16](=[CH:19][C:20]1[CH:25]=[CH:24][CH:23]=[CH:22][CH:21]=1)[CH:17]=[O:18].C(=O)([O-])[O-].[Cs+].[Cs+]. Product: [O:1]=[C:2]1[CH2:7][O:6][C:5]2[N:8]=[CH:9][C:10]([C:16](=[CH:19][C:20]3[CH:25]=[CH:24][CH:23]=[CH:22][CH:21]=3)[CH:17]=[O:18])=[CH:11][C:4]=2[NH:3]1. The catalyst class is: 90. (4) Reactant: [Na+].[C:2]([C:4]1[CH:5]=[C:6]([C:14]2[S:18][C:17]([C:19]3[C:20]([CH3:34])=[C:21]4[C:26](=[CH:27][CH:28]=3)[CH2:25][N:24]([CH2:29][CH2:30][C:31]([O-])=[O:32])[CH2:23][CH2:22]4)=[N:16][N:15]=2)[CH:7]=[CH:8][C:9]=1[O:10][CH:11]([CH3:13])[CH3:12])#[N:3].C([N:37](CC)CC)C.C(Cl)CCl. Product: [C:2]([C:4]1[CH:5]=[C:6]([C:14]2[S:18][C:17]([C:19]3[C:20]([CH3:34])=[C:21]4[C:26](=[CH:27][CH:28]=3)[CH2:25][N:24]([CH2:29][CH2:30][C:31]([NH2:37])=[O:32])[CH2:23][CH2:22]4)=[N:16][N:15]=2)[CH:7]=[CH:8][C:9]=1[O:10][CH:11]([CH3:12])[CH3:13])#[N:3]. The catalyst class is: 39. (5) Reactant: [Br:1][C:2]1[C:3]([CH3:10])=[CH:4][C:5](N)=[N:6][C:7]=1[CH3:8].[OH2:11]. Product: [Br:1][C:2]1[C:3]([CH3:10])=[CH:4][C:5]([OH:11])=[N:6][C:7]=1[CH3:8]. The catalyst class is: 33.